Dataset: Catalyst prediction with 721,799 reactions and 888 catalyst types from USPTO. Task: Predict which catalyst facilitates the given reaction. (1) Reactant: [CH2:1]([C:3]1[CH:4]=[C:5]([OH:25])[CH:6]=[C:7]([CH3:24])[C:8]=1[O:9][CH2:10][CH2:11][CH2:12][O:13][C:14]1[CH:19]=[CH:18][C:17]([C:20]([F:23])([F:22])[F:21])=[CH:16][N:15]=1)[CH3:2].C(=O)([O-])[O-].[K+].[K+].[Cl:32][C:33]([Cl:37])=[CH:34][CH2:35]Cl. Product: [CH2:1]([C:3]1[CH:4]=[C:5]([O:25][CH2:35][CH:34]=[C:33]([Cl:37])[Cl:32])[CH:6]=[C:7]([CH3:24])[C:8]=1[O:9][CH2:10][CH2:11][CH2:12][O:13][C:14]1[CH:19]=[CH:18][C:17]([C:20]([F:22])([F:21])[F:23])=[CH:16][N:15]=1)[CH3:2]. The catalyst class is: 9. (2) Reactant: [C:1]([C:3]1[C:8]([CH3:9])=[CH:7][C:6]([CH:10]([NH:12]C(=O)OC(C)(C)C)[CH3:11])=[C:5]([O:20][CH2:21][CH3:22])[C:4]=1[C:23]1[CH:24]=[N:25][CH:26]=[C:27]([S:29]([CH3:32])(=[O:31])=[O:30])[CH:28]=1)#[N:2]. Product: [NH2:12][CH:10]([C:6]1[CH:7]=[C:8]([CH3:9])[C:3]([C:1]#[N:2])=[C:4]([C:23]2[CH:24]=[N:25][CH:26]=[C:27]([S:29]([CH3:32])(=[O:31])=[O:30])[CH:28]=2)[C:5]=1[O:20][CH2:21][CH3:22])[CH3:11]. The catalyst class is: 89.